From a dataset of Forward reaction prediction with 1.9M reactions from USPTO patents (1976-2016). Predict the product of the given reaction. (1) Given the reactants Cl.[C:2]([C:5]1[CH:6]=[CH:7][C:8]([O:30][CH2:31][CH:32]2[CH2:34][CH2:33]2)=[C:9]([C:11]2[C:12]3[NH:19][C:18]([CH3:20])=[C:17]([C:21]([NH:23][CH:24]4[CH2:29][CH2:28][NH:27][CH2:26][CH2:25]4)=[O:22])[C:13]=3[N:14]=[CH:15][N:16]=2)[CH:10]=1)(=[O:4])[CH3:3].C([O:38][CH2:39][C:40](Cl)=[O:41])(=O)C, predict the reaction product. The product is: [C:2]([C:5]1[CH:6]=[CH:7][C:8]([O:30][CH2:31][CH:32]2[CH2:33][CH2:34]2)=[C:9]([C:11]2[C:12]3[NH:19][C:18]([CH3:20])=[C:17]([C:21]([NH:23][CH:24]4[CH2:29][CH2:28][N:27]([C:39](=[O:38])[CH2:40][OH:41])[CH2:26][CH2:25]4)=[O:22])[C:13]=3[N:14]=[CH:15][N:16]=2)[CH:10]=1)(=[O:4])[CH3:3]. (2) Given the reactants [CH:1]1[CH:6]=[C:5]2[C:7]([N:9]([C@H:12]([C:18]([OH:20])=O)[CH2:13][CH2:14][C:15]([NH2:17])=[O:16])[C:10](=[O:11])[C:4]2=[CH:3][CH:2]=1)=[O:8].O1CCCC1.C(C1NC=CN=1)(C1NC=CN=1)=O, predict the reaction product. The product is: [CH:2]1[CH:1]=[CH:6][C:5]2[C:7](=[O:8])[N:9]([CH:12]3[C:18](=[O:20])[NH:17][C:15](=[O:16])[CH2:14][CH2:13]3)[C:10](=[O:11])[C:4]=2[CH:3]=1. (3) Given the reactants [Br:1][C:2]1[CH:3]=[CH:4][C:5](I)=[C:6]([CH3:8])[CH:7]=1.[NH:10]1[CH:14]=[CH:13][CH:12]=[N:11]1.N1C=CC=CC=1C=C1CC[C@H](N)[C@@H](N)C1=CC1C=CC=CN=1.C(=O)([O-])[O-].[Cs+].[Cs+], predict the reaction product. The product is: [Br:1][C:2]1[CH:3]=[CH:4][C:5]([N:10]2[CH:14]=[CH:13][CH:12]=[N:11]2)=[C:6]([CH3:8])[CH:7]=1. (4) Given the reactants [CH3:1][C:2]1[S:3][C:4]([C:8]2[C:9](=[O:34])[NH:10][C:11](=[O:33])[N:12]([CH2:14][CH2:15][CH2:16][N:17]3[CH2:22][C@H:21]4[C@:19]([C:23]5[CH:28]=[CH:27][C:26]([C:29]([F:32])([F:31])[F:30])=[CH:25][CH:24]=5)([CH2:20]4)[CH2:18]3)[N:13]=2)=[C:5]([CH3:7])[N:6]=1.[ClH:35].CO, predict the reaction product. The product is: [ClH:35].[ClH:35].[CH3:1][C:2]1[S:3][C:4]([C:8]2[C:9](=[O:34])[NH:10][C:11](=[O:33])[N:12]([CH2:14][CH2:15][CH2:16][N:17]3[CH2:22][C@H:21]4[C@:19]([C:23]5[CH:28]=[CH:27][C:26]([C:29]([F:30])([F:32])[F:31])=[CH:25][CH:24]=5)([CH2:20]4)[CH2:18]3)[N:13]=2)=[C:5]([CH3:7])[N:6]=1. (5) Given the reactants [CH3:1][N:2]1[C:10]([CH2:11][N:12]2[CH2:17][CH2:16][CH:15]([C:18]([OH:21])([CH3:20])[CH3:19])[CH2:14][CH2:13]2)=[N:9][C:8]2[C:3]1=[N:4][C:5]([Sn](CCCC)(CCCC)CCCC)=[N:6][C:7]=2[N:22]1[CH2:27][CH2:26][O:25][CH2:24][CH2:23]1.Br[C:42]1[CH:51]=[CH:50][CH:49]=[C:48]2[C:43]=1[CH:44]=[CH:45][N:46]=[C:47]2[NH2:52], predict the reaction product. The product is: [NH2:52][C:47]1[C:48]2[C:43](=[C:42]([C:5]3[N:4]=[C:3]4[C:8]([N:9]=[C:10]([CH2:11][N:12]5[CH2:13][CH2:14][CH:15]([C:18]([OH:21])([CH3:20])[CH3:19])[CH2:16][CH2:17]5)[N:2]4[CH3:1])=[C:7]([N:22]4[CH2:27][CH2:26][O:25][CH2:24][CH2:23]4)[N:6]=3)[CH:51]=[CH:50][CH:49]=2)[CH:44]=[CH:45][N:46]=1. (6) Given the reactants Cl.[Si:2]([O:10][S:11]([CH3:14])(=[O:13])=[O:12])([O:5][S:6]([CH3:9])(=[O:8])=[O:7])([CH3:4])[CH3:3], predict the reaction product. The product is: [SiH4:2].[Si:2]([O:5][S:6]([CH3:9])(=[O:7])=[O:8])([O:10][S:11]([CH3:14])(=[O:13])=[O:12])([CH3:4])[CH3:3]. (7) Given the reactants [Cl:1][C:2]1[C:3]([NH:22][C:23]2[CH:32]=[CH:31][CH:30]=[CH:29][C:24]=2[C:25]([NH:27][CH3:28])=[O:26])=[N:4][C:5]([NH:8][C:9]2[CH:21]=[CH:20][C:12]3[N:13]([CH3:19])[CH2:14][CH2:15][NH:16][C:17](=[O:18])[C:11]=3[CH:10]=2)=[N:6][CH:7]=1.CO.C(Cl)[Cl:36], predict the reaction product. The product is: [NH2:8][C:9]1[CH:21]=[CH:20][C:12]2[N:13]([CH3:19])[CH2:14][CH2:15][NH:16][C:17](=[O:18])[C:11]=2[CH:10]=1.[Cl:36][C:5]1[N:4]=[C:3]([NH:22][C:23]2[CH:32]=[CH:31][CH:30]=[CH:29][C:24]=2[C:25]([NH:27][CH3:28])=[O:26])[C:2]([Cl:1])=[CH:7][N:6]=1.[Cl:1][C:2]1[C:3]([NH:22][C:23]2[CH:32]=[CH:31][CH:30]=[CH:29][C:24]=2[C:25]([NH:27][CH3:28])=[O:26])=[N:4][C:5]([NH:8][C:9]2[CH:21]=[CH:20][C:12]3[N:13]([CH3:19])[CH2:14][CH2:15][NH:16][C:17](=[O:18])[C:11]=3[CH:10]=2)=[N:6][CH:7]=1.